From a dataset of Catalyst prediction with 721,799 reactions and 888 catalyst types from USPTO. Predict which catalyst facilitates the given reaction. (1) Reactant: [OH:1][CH2:2][CH2:3][P:4](=[O:18])([CH2:15][CH2:16][OH:17])[CH2:5][CH2:6][S:7][S:8][C:9]1[CH:14]=[CH:13][CH:12]=[CH:11][N:10]=1.[S:19](Cl)([C:22]1[CH:28]=[CH:27][C:25]([CH3:26])=[CH:24][CH:23]=1)(=[O:21])=[O:20]. Product: [CH3:26][C:25]1[CH:27]=[CH:28][C:22]([S:19]([O:1][CH2:2][CH2:3][P:4]([CH2:15][CH2:16][O:17][S:19]([C:22]2[CH:28]=[CH:27][C:25]([CH3:26])=[CH:24][CH:23]=2)(=[O:21])=[O:20])([CH2:5][CH2:6][S:7][S:8][C:9]2[CH:14]=[CH:13][CH:12]=[CH:11][N:10]=2)=[O:18])(=[O:21])=[O:20])=[CH:23][CH:24]=1. The catalyst class is: 202. (2) Reactant: [C:1]([OH:9])(=O)[C:2]1[CH:7]=[CH:6][CH:5]=[N:4][CH:3]=1.C(Cl)(=O)C([Cl:13])=O. Product: [C:1]([Cl:13])(=[O:9])[C:2]1[CH:7]=[CH:6][CH:5]=[N:4][CH:3]=1. The catalyst class is: 4. (3) Reactant: [CH2:1]([NH:5][C:6]([C:8]1[CH:24]=[CH:23][C:11]2[S:12][C:13]3[CH:21]=[CH:20][C:19]([Cl:22])=[CH:18][C:14]=3[C:15](Cl)=[N:16][C:10]=2[CH:9]=1)=[O:7])[CH2:2][CH2:3][CH3:4].[I-].[Cl:26][C:27]1[CH:32]=[CH:31][C:30]([Zn+])=[CH:29][CH:28]=1. Product: [CH2:1]([NH:5][C:6]([C:8]1[CH:24]=[CH:23][C:11]2[S:12][C:13]3[CH:21]=[CH:20][C:19]([Cl:22])=[CH:18][C:14]=3[C:15]([C:30]3[CH:31]=[CH:32][C:27]([Cl:26])=[CH:28][CH:29]=3)=[N:16][C:10]=2[CH:9]=1)=[O:7])[CH2:2][CH2:3][CH3:4]. The catalyst class is: 235. (4) Product: [C:23]([N:10]1[CH2:11][CH:7]([C:1]2[CH:2]=[CH:3][CH:4]=[CH:5][CH:6]=2)[C:8]([C:12]2[CH:22]=[CH:21][C:15]3[O:16][CH2:17][C:18](=[O:20])[NH:19][C:14]=3[CH:13]=2)=[N:9]1)(=[O:25])[CH3:24]. The catalyst class is: 1. Reactant: [C:1]1([CH:7]2[CH2:11][NH:10][N:9]=[C:8]2[C:12]2[CH:22]=[CH:21][C:15]3[O:16][CH2:17][C:18](=[O:20])[NH:19][C:14]=3[CH:13]=2)[CH:6]=[CH:5][CH:4]=[CH:3][CH:2]=1.[C:23](OC(=O)C)(=[O:25])[CH3:24]. (5) Reactant: [CH3:1][O:2][C:3]1[CH:4]=[C:5]([CH2:9][C:10]([OH:12])=[O:11])[CH:6]=[CH:7][CH:8]=1.Cl[CH2:14][C:15](=O)[CH3:16].C(=O)([O-])[O-].[K+].[K+]. Product: [CH3:1][O:2][C:3]1[CH:4]=[C:5]([C:9]2[C:10](=[O:12])[O:11][CH2:14][C:15]=2[CH3:16])[CH:6]=[CH:7][CH:8]=1. The catalyst class is: 115. (6) Reactant: [CH3:1][CH:2]([CH3:4])[O-:3].[Na+].CS[C:8]([S:22][CH3:23])=[CH:9][C:10]([C:12]1[CH:21]=[CH:20][C:15]([C:16]([O:18]C)=O)=[CH:14][CH:13]=1)=O.[C:24]([CH2:26][C:27]([NH2:29])=[O:28])#[N:25]. Product: [C:24]([C:26]1[C:27](=[O:28])[NH:29][C:10]([C:12]2[CH:13]=[CH:14][C:15]([C:16]([O:3][CH:2]([CH3:4])[CH3:1])=[O:18])=[CH:20][CH:21]=2)=[CH:9][C:8]=1[S:22][CH3:23])#[N:25]. The catalyst class is: 32. (7) Reactant: [Cl:1][C:2]1[CH:7]=[CH:6][C:5]([C:8]2[C:14]3[CH:15]=[C:16]([OH:19])[CH:17]=[CH:18][C:13]=3[N:12]3[C:20]([CH3:23])=[N:21][N:22]=[C:11]3[C@H:10]([CH2:24][C:25]([NH:27][CH2:28][CH3:29])=[O:26])[N:9]=2)=[CH:4][CH:3]=1.C(=O)([O-])[O-].[K+].[K+].CC1C=CC(S(O[CH2:47][CH2:48][O:49][CH2:50][CH2:51][NH:52][C:53]([O:55][C:56]([CH3:59])([CH3:58])[CH3:57])=[O:54])(=O)=O)=CC=1.C(OC(=O)NCCOC1C=CC2N3C(C)=NN=C3[C@H](CC(NCC)=O)N=C(C3C=CC(Cl)=CC=3)C=2C=1)(C)(C)C. Product: [Cl:1][C:2]1[CH:7]=[CH:6][C:5]([C:8]2[C:14]3[CH:15]=[C:16]([O:19][CH2:47][CH2:48][O:49][CH2:50][CH2:51][NH:52][C:53](=[O:54])[O:55][C:56]([CH3:59])([CH3:58])[CH3:57])[CH:17]=[CH:18][C:13]=3[N:12]3[C:20]([CH3:23])=[N:21][N:22]=[C:11]3[C@H:10]([CH2:24][C:25]([NH:27][CH2:28][CH3:29])=[O:26])[N:9]=2)=[CH:4][CH:3]=1. The catalyst class is: 3.